From a dataset of hERG potassium channel inhibition data for cardiac toxicity prediction from Karim et al.. Regression/Classification. Given a drug SMILES string, predict its toxicity properties. Task type varies by dataset: regression for continuous values (e.g., LD50, hERG inhibition percentage) or binary classification for toxic/non-toxic outcomes (e.g., AMES mutagenicity, cardiotoxicity, hepatotoxicity). Dataset: herg_karim. (1) The drug is Cc1nsc(-c2nnc3n2CCN(C(=O)c2ccc(Cl)c(Cl)c2)[C@@H]3C)n1. The result is 0 (non-blocker). (2) The drug is Cn1ccc(Cn2cc(-c3ccc(Cl)c(OC(F)F)c3)cn2)n1. The result is 1 (blocker). (3) The compound is Cc1cc(=O)oc2cc(OCCCCN3CCC(c4noc5cc(F)ccc45)CC3)ccc12. The result is 1 (blocker). (4) The molecule is CCN(CC)C(=O)c1ccc(C2=CC3(CCNCC3)Oc3ccccc32)cc1. The result is 1 (blocker). (5) The molecule is C[C@@H](Oc1cccc2ncnc(Nc3ccc(OCc4ccccn4)c(Cl)c3)c12)C(=O)N(C)CCO. The result is 0 (non-blocker). (6) The molecule is N#Cc1ccc(C[C@@H](C(=O)O)N2CCC(CN3CCC(Oc4ccc(Cl)c(Cl)c4)CC3)CC2)cc1. The result is 1 (blocker). (7) The compound is Nc1ccnc(N2CCC3(CC2)O[C@@H](c2ccccc2)c2ccccc23)c1. The result is 1 (blocker).